This data is from CYP1A2 inhibition data for predicting drug metabolism from PubChem BioAssay. The task is: Regression/Classification. Given a drug SMILES string, predict its absorption, distribution, metabolism, or excretion properties. Task type varies by dataset: regression for continuous measurements (e.g., permeability, clearance, half-life) or binary classification for categorical outcomes (e.g., BBB penetration, CYP inhibition). Dataset: cyp1a2_veith. (1) The drug is COC(=O)c1ccccc1NC(=O)c1ccc(F)cc1. The result is 1 (inhibitor). (2) The molecule is NC(=O)CN1C[C@@H](O)CC1=O. The result is 0 (non-inhibitor). (3) The compound is O=C(NC(=S)Nc1ccc(Br)cn1)c1cncc(Br)c1. The result is 1 (inhibitor). (4) The drug is CC(=O)c1c(O)cc(=O)n(-c2ccccc2)c1-c1cccc2ccccc12. The result is 0 (non-inhibitor). (5) The drug is O=C(c1csnn1)N1CCC2(CC1)CN(c1ccncc1)C2. The result is 0 (non-inhibitor). (6) The compound is CC(=O)NCCNc1ncncc1-c1ccccc1C(F)(F)F. The result is 0 (non-inhibitor). (7) The drug is CCOc1ccc(CNC(=O)C2CC(=O)N(C3CCCC3)C2)cc1OC. The result is 0 (non-inhibitor). (8) The molecule is Nc1ccc(C(=O)C[C@H](N)C(=O)O)cc1O. The result is 0 (non-inhibitor).